Dataset: Forward reaction prediction with 1.9M reactions from USPTO patents (1976-2016). Task: Predict the product of the given reaction. (1) Given the reactants [CH3:1][O:2][C:3]1[CH:4]=[CH:5][C:6]([C:9]([O:11]C)=[O:10])=[N:7][CH:8]=1.O.[OH-].[Li+].Cl, predict the reaction product. The product is: [CH3:1][O:2][C:3]1[CH:4]=[CH:5][C:6]([C:9]([OH:11])=[O:10])=[N:7][CH:8]=1. (2) Given the reactants [NH2:1][C@H:2]([C:4]([OH:6])=[O:5])[CH3:3].S(Cl)([Cl:9])=O.[CH2:11](O)[CH:12]([CH3:14])[CH3:13], predict the reaction product. The product is: [ClH:9].[CH2:11]([O:5][C:4](=[O:6])[C@H:2]([CH3:3])[NH2:1])[CH:12]([CH3:14])[CH3:13]. (3) Given the reactants CS(O[CH2:6][C:7]1[CH:11]=[C:10]([C:12]2[C:13]([C:42](=[O:46])[NH:43][CH2:44][CH3:45])=[N:14][O:15][C:16]=2[C:17]2[CH:22]=[C:21]([CH:23]([CH3:25])[CH3:24])[C:20]([O:26][CH2:27][C:28]3[CH:33]=[CH:32][CH:31]=[CH:30][CH:29]=3)=[CH:19][C:18]=2[O:34][CH2:35][C:36]2[CH:41]=[CH:40][CH:39]=[CH:38][CH:37]=2)[O:9][N:8]=1)(=O)=O.[NH:47]1[CH2:52][CH2:51][CH2:50][CH2:49][CH2:48]1, predict the reaction product. The product is: [CH2:35]([O:34][C:18]1[CH:19]=[C:20]([O:26][CH2:27][C:28]2[CH:29]=[CH:30][CH:31]=[CH:32][CH:33]=2)[C:21]([CH:23]([CH3:24])[CH3:25])=[CH:22][C:17]=1[C:16]1[O:15][N:14]=[C:13]([C:42]([NH:43][CH2:44][CH3:45])=[O:46])[C:12]=1[C:10]1[O:9][N:8]=[C:7]([CH2:6][N:47]2[CH2:52][CH2:51][CH2:50][CH2:49][CH2:48]2)[CH:11]=1)[C:36]1[CH:41]=[CH:40][CH:39]=[CH:38][CH:37]=1. (4) Given the reactants Br[C:2]1[CH:7]=[CH:6][C:5]([Br:8])=[CH:4][N:3]=1.[C:9]([O:13][C:14]([N:16]1[CH2:21][CH:20]=[C:19](B2OC(C)(C)C(C)(C)O2)[CH2:18][CH2:17]1)=[O:15])([CH3:12])([CH3:11])[CH3:10].C(=O)([O-])[O-].[Na+].[Na+].O.C(=O)(O)[O-].[Na+], predict the reaction product. The product is: [C:9]([O:13][C:14]([N:16]1[CH2:17][CH:18]=[C:19]([C:2]2[CH:7]=[CH:6][C:5]([Br:8])=[CH:4][N:3]=2)[CH2:20][CH2:21]1)=[O:15])([CH3:12])([CH3:10])[CH3:11]. (5) Given the reactants O[Li].O.C[O:5][C:6](=[O:24])[CH:7]([CH3:23])[C:8]([NH:10][C:11]1[CH:16]=[CH:15][C:14]([C:17]2[CH:22]=[CH:21][CH:20]=[CH:19][CH:18]=2)=[CH:13][CH:12]=1)=[O:9].C1COCC1.O, predict the reaction product. The product is: [C:14]1([C:17]2[CH:18]=[CH:19][CH:20]=[CH:21][CH:22]=2)[CH:15]=[CH:16][C:11]([NH:10][C:8](=[O:9])[CH:7]([CH3:23])[C:6]([OH:24])=[O:5])=[CH:12][CH:13]=1.